From a dataset of Catalyst prediction with 721,799 reactions and 888 catalyst types from USPTO. Predict which catalyst facilitates the given reaction. (1) Product: [Na+:33].[Na+:33].[NH2:1][C:2]1[NH:7][C:6]2[NH:8][CH:9]=[C:10]([CH2:11][CH2:12][C:13]3[CH:14]=[CH:15][C:16]([C:17]([NH:19][C@H:20]([C:26]([O-:28])=[O:27])[CH2:21][CH2:22][C:23]([O-:25])=[O:24])=[O:18])=[CH:29][CH:30]=3)[C:5]=2[C:4](=[O:31])[N:3]=1. Reactant: [NH2:1][C:2]1[NH:7][C:6]2[NH:8][CH:9]=[C:10]([CH2:11][CH2:12][C:13]3[CH:30]=[CH:29][C:16]([C:17]([NH:19][C@H:20]([C:26]([OH:28])=[O:27])[CH2:21][CH2:22][C:23]([OH:25])=[O:24])=[O:18])=[CH:15][CH:14]=3)[C:5]=2[C:4](=[O:31])[N:3]=1.[OH-].[Na+:33]. The catalyst class is: 6. (2) Reactant: C[O:2][C:3]([C:5]1[CH:6]=[C:7]([Cl:30])[CH:8]=[C:9]2[C:14]=1[NH:13][CH:12]([C:15]1[CH:20]=[CH:19][CH:18]=[C:17]([NH:21][C:22]([C:25]([OH:27])=[O:26])([CH3:24])[CH3:23])[CH:16]=1)[C:11]([CH3:29])([CH3:28])[CH2:10]2)=[O:4].O.[OH-].[Li+].O.Cl. Product: [C:25]([C:22]([NH:21][C:17]1[CH:16]=[C:15]([CH:12]2[C:11]([CH3:28])([CH3:29])[CH2:10][C:9]3[C:14](=[C:5]([C:3]([OH:4])=[O:2])[CH:6]=[C:7]([Cl:30])[CH:8]=3)[NH:13]2)[CH:20]=[CH:19][CH:18]=1)([CH3:23])[CH3:24])([OH:27])=[O:26]. The catalyst class is: 111. (3) The catalyst class is: 234. Product: [Cl:6][C:7]1[CH:8]=[C:9]([C@@H:14]2[O:20][CH2:19][CH2:18][N:17]([C:21]([O:23][C:24]([CH3:25])([CH3:27])[CH3:26])=[O:22])[CH2:16][C@H:15]2[CH2:28][C:29]2[N:40]=[C:37]([CH3:38])[S:39][C:30]=2[C:31]([O:33][CH2:34][CH3:35])=[O:32])[CH:10]=[CH:11][C:12]=1[Cl:13]. Reactant: S(Cl)(Cl)(=O)=O.[Cl:6][C:7]1[CH:8]=[C:9]([C@@H:14]2[O:20][CH2:19][CH2:18][N:17]([C:21]([O:23][C:24]([CH3:27])([CH3:26])[CH3:25])=[O:22])[CH2:16][C@H:15]2[CH2:28][C:29](=O)[CH2:30][C:31]([O:33][CH2:34][CH3:35])=[O:32])[CH:10]=[CH:11][C:12]=1[Cl:13].[C:37]([NH2:40])(=[S:39])[CH3:38].C(N(CC)CC)C.C(OC(OC(C)(C)C)=O)(OC(C)(C)C)=O. (4) Reactant: Br[C:2]1[S:10][C:9]2[C:8]([N:11]3[CH2:16][CH2:15][N:14]([C:17]([NH:19][C@H:20]([C:22]4[CH:27]=[CH:26][CH:25]=[C:24]([Cl:28])[CH:23]=4)[CH3:21])=[O:18])[C:13]([CH3:30])([CH3:29])[CH2:12]3)=[N:7][CH:6]=[N:5][C:4]=2[CH:3]=1.CC1(C)C(C)(C)OB([C:39]2[CH2:40][CH2:41][N:42]([C:45]([O:47][C:48]([CH3:51])([CH3:50])[CH3:49])=[O:46])[CH2:43][CH:44]=2)O1.C(=O)([O-])[O-].[K+].[K+]. Product: [Cl:28][C:24]1[CH:23]=[C:22]([C@@H:20]([NH:19][C:17]([N:14]2[CH2:15][CH2:16][N:11]([C:8]3[C:9]4[S:10][C:2]([C:39]5[CH2:44][CH2:43][N:42]([C:45]([O:47][C:48]([CH3:51])([CH3:50])[CH3:49])=[O:46])[CH2:41][CH:40]=5)=[CH:3][C:4]=4[N:5]=[CH:6][N:7]=3)[CH2:12][C:13]2([CH3:30])[CH3:29])=[O:18])[CH3:21])[CH:27]=[CH:26][CH:25]=1. The catalyst class is: 75.